This data is from Full USPTO retrosynthesis dataset with 1.9M reactions from patents (1976-2016). The task is: Predict the reactants needed to synthesize the given product. (1) The reactants are: [CH2:1]([C:4]1[C:8]([CH:9]=O)=[CH:7][N:6]([C:11]2[CH:16]=[CH:15][C:14]([C:17]([F:20])([F:19])[F:18])=[CH:13][N:12]=2)[N:5]=1)[CH2:2][CH3:3].C(OP([CH2:29][C:30]([O:32][CH2:33][CH3:34])=[O:31])(OCC)=O)C.CN(C)C=O.[H-].[Na+]. Given the product [CH2:1]([C:4]1[C:8](/[CH:9]=[CH:29]/[C:30]([O:32][CH2:33][CH3:34])=[O:31])=[CH:7][N:6]([C:11]2[CH:16]=[CH:15][C:14]([C:17]([F:20])([F:19])[F:18])=[CH:13][N:12]=2)[N:5]=1)[CH2:2][CH3:3], predict the reactants needed to synthesize it. (2) The reactants are: [C@@H:1]1([N:10]2[C:19]3[N:18]=[CH:17][N:16]=[C:14]([NH2:15])[C:13]=3[N:12]=[CH:11]2)[O:9][C@H:6]([CH2:7][OH:8])[C@@H:4]([OH:5])[C@H:2]1[OH:3].CS(Cl)(=O)=O.C([O-])([O-])=O.[Na+].[Na+].[CH3:31][C:32]([CH3:34])=O. Given the product [CH3:31][C:32]1([CH3:34])[O:3][CH:2]2[CH:4]([CH:6]([CH2:7][OH:8])[O:9][CH:1]2[N:10]2[C:19]3[N:18]=[CH:17][N:16]=[C:14]([NH2:15])[C:13]=3[N:12]=[CH:11]2)[O:5]1, predict the reactants needed to synthesize it. (3) Given the product [Cl:1][C:2]1[C:3]([CH3:9])=[C:4]([OH:14])[CH:5]=[CH:6][CH:7]=1, predict the reactants needed to synthesize it. The reactants are: [Cl:1][C:2]1[CH:7]=[CH:6][CH:5]=[C:4](Cl)[C:3]=1[CH3:9].[OH-].[K+].C1OCCOC2C(=CC=CC=2)OCCOCCOC2C(=CC=CC=2)[O:14]C1.O. (4) Given the product [OH:9][CH2:10][C@:11]12[CH2:46][CH2:45][C@@H:44]([C:47]([CH3:49])=[CH2:48])[C@@H:12]1[C@@H:13]1[C@@:26]([CH3:29])([CH2:27][CH2:28]2)[C@@:25]2([CH3:30])[C@@H:16]([C@:17]3([CH3:43])[C@@H:22]([CH2:23][CH2:24]2)[C:21]([CH3:31])([CH3:32])[C:20]([C:33]2[O:37][N:36]=[C:35]([C:38]([OH:40])=[O:39])[CH:34]=2)=[CH:19][CH2:18]3)[CH2:15][CH2:14]1, predict the reactants needed to synthesize it. The reactants are: C([O:9][CH2:10][C@:11]12[CH2:46][CH2:45][C@@H:44]([C:47]([CH3:49])=[CH2:48])[C@@H:12]1[C@@H:13]1[C@@:26]([CH3:29])([CH2:27][CH2:28]2)[C@@:25]2([CH3:30])[C@@H:16]([C@:17]3([CH3:43])[C@@H:22]([CH2:23][CH2:24]2)[C:21]([CH3:32])([CH3:31])[C:20]([C:33]2[O:37][N:36]=[C:35]([C:38]([O:40]CC)=[O:39])[CH:34]=2)=[CH:19][CH2:18]3)[CH2:15][CH2:14]1)(=O)C1C=CC=CC=1.O.O.[OH-].[Li+]. (5) Given the product [CH2:1]([C:8]1[C:9]([OH:28])=[C:10]([C:24]([OH:26])=[O:25])[C:11](=[O:23])[NH:12][C:13]=1[C:14]1[CH:15]=[CH:16][C:17]([N:20]([CH3:22])[CH3:21])=[CH:18][CH:19]=1)[C:2]1[CH:7]=[CH:6][CH:5]=[CH:4][CH:3]=1, predict the reactants needed to synthesize it. The reactants are: [CH2:1]([C:8]1[C:9]([OH:28])=[C:10]([C:24]([O:26]C)=[O:25])[C:11](=[O:23])[NH:12][C:13]=1[C:14]1[CH:19]=[CH:18][C:17]([N:20]([CH3:22])[CH3:21])=[CH:16][CH:15]=1)[C:2]1[CH:7]=[CH:6][CH:5]=[CH:4][CH:3]=1.I[Si](C)(C)C. (6) Given the product [F:1][C:2]1[CH:9]=[C:8]([N:10]2[C:18]3[CH2:17][C:16]([CH3:20])([CH3:19])[CH2:15][C:14](=[O:21])[C:13]=3[C:12]([CH3:22])=[N:11]2)[CH:7]=[C:6]([NH:24][CH:25]([CH2:28][OH:29])[CH2:26][OH:27])[C:3]=1[C:4]#[N:5], predict the reactants needed to synthesize it. The reactants are: [F:1][C:2]1[CH:9]=[C:8]([N:10]2[C:18]3[CH2:17][C:16]([CH3:20])([CH3:19])[CH2:15][C:14](=[O:21])[C:13]=3[C:12]([CH3:22])=[N:11]2)[CH:7]=[C:6](F)[C:3]=1[C:4]#[N:5].[NH2:24][CH:25]([CH2:28][OH:29])[CH2:26][OH:27].C(N(C(C)C)CC)(C)C.O.